From a dataset of NCI-60 drug combinations with 297,098 pairs across 59 cell lines. Regression. Given two drug SMILES strings and cell line genomic features, predict the synergy score measuring deviation from expected non-interaction effect. (1) Drug 1: CC1CCC2CC(C(=CC=CC=CC(CC(C(=O)C(C(C(=CC(C(=O)CC(OC(=O)C3CCCCN3C(=O)C(=O)C1(O2)O)C(C)CC4CCC(C(C4)OC)OCCO)C)C)O)OC)C)C)C)OC. Drug 2: C(CC(=O)O)C(=O)CN.Cl. Cell line: IGROV1. Synergy scores: CSS=25.8, Synergy_ZIP=-3.37, Synergy_Bliss=-0.120, Synergy_Loewe=-38.7, Synergy_HSA=1.65. (2) Drug 1: COC1=CC(=CC(=C1O)OC)C2C3C(COC3=O)C(C4=CC5=C(C=C24)OCO5)OC6C(C(C7C(O6)COC(O7)C8=CC=CS8)O)O. Drug 2: C1=CN(C(=O)N=C1N)C2C(C(C(O2)CO)O)O.Cl. Cell line: MDA-MB-435. Synergy scores: CSS=14.1, Synergy_ZIP=-4.93, Synergy_Bliss=2.34, Synergy_Loewe=0.536, Synergy_HSA=1.10. (3) Drug 1: CC(C)(C#N)C1=CC(=CC(=C1)CN2C=NC=N2)C(C)(C)C#N. Drug 2: CN(CCCl)CCCl.Cl. Cell line: K-562. Synergy scores: CSS=31.2, Synergy_ZIP=-7.84, Synergy_Bliss=-2.06, Synergy_Loewe=-6.47, Synergy_HSA=-6.46. (4) Cell line: M14. Synergy scores: CSS=0.922, Synergy_ZIP=-1.87, Synergy_Bliss=-2.58, Synergy_Loewe=-3.53, Synergy_HSA=-3.92. Drug 2: C1=CC=C(C=C1)NC(=O)CCCCCCC(=O)NO. Drug 1: C1CC(=O)NC(=O)C1N2CC3=C(C2=O)C=CC=C3N. (5) Cell line: MOLT-4. Synergy scores: CSS=56.5, Synergy_ZIP=2.15, Synergy_Bliss=4.56, Synergy_Loewe=1.82, Synergy_HSA=1.96. Drug 1: CC(CN1CC(=O)NC(=O)C1)N2CC(=O)NC(=O)C2. Drug 2: CC1=C(N=C(N=C1N)C(CC(=O)N)NCC(C(=O)N)N)C(=O)NC(C(C2=CN=CN2)OC3C(C(C(C(O3)CO)O)O)OC4C(C(C(C(O4)CO)O)OC(=O)N)O)C(=O)NC(C)C(C(C)C(=O)NC(C(C)O)C(=O)NCCC5=NC(=CS5)C6=NC(=CS6)C(=O)NCCC[S+](C)C)O. (6) Drug 1: CCN(CC)CCNC(=O)C1=C(NC(=C1C)C=C2C3=C(C=CC(=C3)F)NC2=O)C. Drug 2: CC1CCCC2(C(O2)CC(NC(=O)CC(C(C(=O)C(C1O)C)(C)C)O)C(=CC3=CSC(=N3)C)C)C. Cell line: MOLT-4. Synergy scores: CSS=59.5, Synergy_ZIP=2.24, Synergy_Bliss=-6.51, Synergy_Loewe=-33.5, Synergy_HSA=-12.1. (7) Drug 1: CCN(CC)CCNC(=O)C1=C(NC(=C1C)C=C2C3=C(C=CC(=C3)F)NC2=O)C. Drug 2: C1CC(CNC1)C2=CC=C(C=C2)N3C=C4C=CC=C(C4=N3)C(=O)N. Cell line: NCIH23. Synergy scores: CSS=58.2, Synergy_ZIP=-4.76, Synergy_Bliss=-2.60, Synergy_Loewe=-6.47, Synergy_HSA=3.32.